Dataset: Reaction yield outcomes from USPTO patents with 853,638 reactions. Task: Predict the reaction yield, written as a fraction of the theoretical maximum amount of product (1.0 means a 100% yield; for example, 0.34 means a 34% yield). (1) The catalyst is O1CCCC1. The product is [Cl:35][C:22]1[N:23]=[C:24]([NH:26][CH2:27][C:28]2[CH:29]=[N:30][CH:31]=[C:32]([F:34])[CH:33]=2)[S:25][C:21]=1[CH2:20][C:12]1[C:13]2[C:14](=[N:15][CH:16]=[C:17]([Cl:19])[CH:18]=2)[NH:10][CH:11]=1. The reactants are C1(S([N:10]2[C:14]3=[N:15][CH:16]=[C:17]([Cl:19])[CH:18]=[C:13]3[C:12]([CH2:20][C:21]3[S:25][C:24]([NH:26][CH2:27][C:28]4[CH:29]=[N:30][CH:31]=[C:32]([F:34])[CH:33]=4)=[N:23][C:22]=3[Cl:35])=[CH:11]2)(=O)=O)C=CC=CC=1.[F-].C([N+](CCCC)(CCCC)CCCC)CCC.O. The yield is 0.0670. (2) The reactants are [C:1]([C:3]1[CH:8]=[C:7]([O:9][CH3:10])[C:6]([O:11][CH2:12][C:13]2[CH:18]=[CH:17][CH:16]=[C:15]([S:19]([CH3:27])(=[N:21][C:22]([O:24][CH2:25][CH3:26])=[O:23])=[O:20])[CH:14]=2)=[CH:5][C:4]=1[N:28]=[CH:29][N:30](C)C)#[N:2].[CH:33]1(N)[CH2:35][CH2:34]1.CCCCCC.ClCCl.CO. The catalyst is CO. The product is [CH:33]1([NH:2][C:1]2[C:3]3[C:4](=[CH:5][C:6]([O:11][CH2:12][C:13]4[CH:14]=[C:15]([S:19]([CH3:27])(=[N:21][C:22]([O:24][CH2:25][CH3:26])=[O:23])=[O:20])[CH:16]=[CH:17][CH:18]=4)=[C:7]([O:9][CH3:10])[CH:8]=3)[N:28]=[CH:29][N:30]=2)[CH2:35][CH2:34]1. The yield is 0.680. (3) The reactants are [NH2:1][C:2]1[C:3]([CH3:13])=[C:4]([CH:9]=[C:10]([F:12])[CH:11]=1)[C:5]([O:7][CH3:8])=[O:6].[CH2:14]([N:21]1[C@@H:26]([CH3:27])[CH2:25][C:24](=O)[CH2:23][C@H:22]1[CH3:29])[C:15]1[CH:20]=[CH:19][CH:18]=[CH:17][CH:16]=1.C(O[BH-](OC(=O)C)OC(=O)C)(=O)C.[Na+].C([O-])(O)=O.[Na+]. The catalyst is C1COCC1.C(O)(C(F)(F)F)=O. The product is [CH2:14]([N:21]1[C@H:26]([CH3:27])[CH2:25][CH:24]([NH:1][C:2]2[C:3]([CH3:13])=[C:4]([CH:9]=[C:10]([F:12])[CH:11]=2)[C:5]([O:7][CH3:8])=[O:6])[CH2:23][C@H:22]1[CH3:29])[C:15]1[CH:20]=[CH:19][CH:18]=[CH:17][CH:16]=1. The yield is 0.300. (4) The reactants are [F:1][C:2]1[CH:3]=[C:4]([C:12](=O)[CH2:13][C:14](=O)[C:15]([F:18])([F:17])[F:16])[CH:5]=[CH:6][C:7]=1[C:8]([F:11])([F:10])[F:9].[NH2:21][C:22]1[C:26]([C:27]2[CH:32]=[CH:31][N:30]=[CH:29][CH:28]=2)=[CH:25][NH:24][N:23]=1. No catalyst specified. The product is [F:1][C:2]1[CH:3]=[C:4]([C:12]2[CH:13]=[C:14]([C:15]([F:18])([F:17])[F:16])[N:23]3[N:24]=[CH:25][C:26]([C:27]4[CH:32]=[CH:31][N:30]=[CH:29][CH:28]=4)=[C:22]3[N:21]=2)[CH:5]=[CH:6][C:7]=1[C:8]([F:11])([F:10])[F:9]. The yield is 0.430. (5) The reactants are [OH:1][C:2]1[CH:3]=[N:4][CH:5]=[C:6]([CH:11]=1)[C:7]([O:9][CH3:10])=[O:8].[CH2:12](Br)[C:13]1[CH:18]=[CH:17][CH:16]=[CH:15][CH:14]=1.C(=O)([O-])[O-].[K+].[K+]. The catalyst is CN(C)C=O. The product is [CH2:12]([O:1][C:2]1[CH:3]=[N:4][CH:5]=[C:6]([CH:11]=1)[C:7]([O:9][CH3:10])=[O:8])[C:13]1[CH:18]=[CH:17][CH:16]=[CH:15][CH:14]=1. The yield is 0.500. (6) The reactants are [C:1]([C:5]1[CH:9]=[C:8]([NH:10][C:11]([NH:13][C@@H:14]2[C:23]3[C:18](=[CH:19][CH:20]=[CH:21][CH:22]=3)[C@H:17]([O:24][C:25]3[CH:26]=[CH:27][C:28]4[N:29]([C:31]([N:34]5[C@H:39]([CH3:40])[CH2:38][CH2:37][CH2:36][C@@H:35]5[CH3:41])=[N:32][N:33]=4)[CH:30]=3)[CH2:16][CH2:15]2)=[O:12])[N:7]([CH2:42][CH2:43][O:44]S(C)(=O)=O)[N:6]=1)([CH3:4])([CH3:3])[CH3:2].[CH3:49][NH:50][CH3:51].C1C[O:55]CC1. No catalyst specified. The product is [CH:43]([OH:44])=[O:55].[C:1]([C:5]1[CH:9]=[C:8]([NH:10][C:11]([NH:13][C@@H:14]2[C:23]3[C:18](=[CH:19][CH:20]=[CH:21][CH:22]=3)[C@H:17]([O:24][C:25]3[CH:26]=[CH:27][C:28]4[N:29]([C:31]([N:34]5[C@H:39]([CH3:40])[CH2:38][CH2:37][CH2:36][C@@H:35]5[CH3:41])=[N:32][N:33]=4)[CH:30]=3)[CH2:16][CH2:15]2)=[O:12])[N:7]([CH2:42][CH2:43][N:50]([CH3:51])[CH3:49])[N:6]=1)([CH3:3])([CH3:4])[CH3:2]. The yield is 0.490. (7) The reactants are S(=O)(=O)(O)O.[N+:6]([O-:9])(O)=[O:7].[O:10]=[C:11]1[CH2:17][CH2:16][C:15]2[CH:18]=[CH:19][CH:20]=[CH:21][C:14]=2[CH2:13][CH2:12]1. The catalyst is [N+](C)([O-])=O. The product is [N+:6]([C:19]1[CH:20]=[CH:21][C:14]2[CH2:13][CH2:12][C:11](=[O:10])[CH2:17][CH2:16][C:15]=2[CH:18]=1)([O-:9])=[O:7]. The yield is 0.400. (8) The catalyst is C(Cl)Cl.[Cl-].[Na+].O. The product is [Cl:27][C:28]1[CH:46]=[CH:45][C:31]([CH2:32][N:33]2[C:34]([CH3:43])=[N:35][N:36]=[C:37]2[C@H:38]2[CH2:42][CH2:41][CH2:40][N:39]2[C:1](=[S:2])[NH:12][C:11]2[C:6]([CH3:5])=[N:7][C:8]([C:13]([F:14])([F:16])[F:15])=[CH:9][CH:10]=2)=[CH:30][CH:29]=1. The yield is 0.269. The reactants are [C:1](Cl)(Cl)=[S:2].[CH3:5][C:6]1[C:11]([NH2:12])=[CH:10][CH:9]=[C:8]([C:13]([F:16])([F:15])[F:14])[N:7]=1.C(N(CC)C(C)C)(C)C.Cl.[Cl:27][C:28]1[CH:46]=[CH:45][C:31]([CH2:32][N:33]2[C:37]([C@H:38]3[CH2:42][CH2:41][CH2:40][NH:39]3)=[N:36][N:35]=[C:34]2[CH2:43]C)=[CH:30][CH:29]=1.C([O-])(O)=O.[Na+]. (9) The product is [O:42]=[C:17]1[C:16]([CH2:15][C:12]2[CH:11]=[CH:10][C:9]([C:4]3[C:3]([C:1]#[N:2])=[CH:8][CH:7]=[CH:6][CH:5]=3)=[CH:14][CH:13]=2)=[C:21]([CH2:22][CH2:23][CH3:24])[N:20]2[N:25]=[CH:26][N:27]=[C:19]2[N:18]1[C@H:28]1[CH2:33][CH2:32][C@H:31]([O:34][CH2:35][C:36](=[O:37])[CH3:43])[CH2:30][CH2:29]1. The yield is 0.690. The reactants are [C:1]([C:3]1[CH:8]=[CH:7][CH:6]=[CH:5][C:4]=1[C:9]1[CH:14]=[CH:13][C:12]([CH2:15][C:16]2[C:17](=[O:42])[N:18]([C@H:28]3[CH2:33][CH2:32][C@H:31]([O:34][CH2:35][C:36](N(OC)C)=[O:37])[CH2:30][CH2:29]3)[C:19]3[N:20]([N:25]=[CH:26][N:27]=3)[C:21]=2[CH2:22][CH2:23][CH3:24])=[CH:11][CH:10]=1)#[N:2].[CH3:43][Mg]Br.Cl. The catalyst is O1CCCC1. (10) The reactants are [NH:1]([C:3]1[CH:11]=[CH:10][C:6]([C:7]([OH:9])=[O:8])=[CH:5][CH:4]=1)[NH2:2].[F:12][C:13]1[CH:20]=[CH:19][C:18]([I:21])=[CH:17][C:14]=1[CH:15]=O.C(=O)([O-])[O-].[Cs+].[Cs+].Cl. The catalyst is CN(C=O)C.O. The product is [F:12][C:13]1[CH:20]=[CH:19][C:18]([I:21])=[CH:17][C:14]=1[CH:15]=[N:2][NH:1][C:3]1[CH:4]=[CH:5][C:6]([C:7]([OH:9])=[O:8])=[CH:10][CH:11]=1. The yield is 0.980.